From a dataset of Forward reaction prediction with 1.9M reactions from USPTO patents (1976-2016). Predict the product of the given reaction. Given the reactants [C:1](#[N:5])[CH2:2][C:3]#[N:4].[Cl:6][C:7]1[CH:14]=[C:13]([Cl:15])[CH:12]=[CH:11][C:8]=1[CH:9]=O, predict the reaction product. The product is: [Cl:6][C:7]1[CH:14]=[C:13]([Cl:15])[CH:12]=[CH:11][C:8]=1[CH:9]=[C:2]([C:1]#[N:5])[C:3]#[N:4].